Dataset: Catalyst prediction with 721,799 reactions and 888 catalyst types from USPTO. Task: Predict which catalyst facilitates the given reaction. Reactant: [NH2:1][C:2]1[CH:6]=[CH:5][S:4][C:3]=1[C:7]([O:9][CH3:10])=[O:8].[C:11]1([S:17](Cl)(=[O:19])=[O:18])[CH:16]=[CH:15][CH:14]=[CH:13][CH:12]=1.N1C=CC=CC=1. Product: [C:11]1([S:17]([NH:1][C:2]2[CH:6]=[CH:5][S:4][C:3]=2[C:7]([O:9][CH3:10])=[O:8])(=[O:19])=[O:18])[CH:16]=[CH:15][CH:14]=[CH:13][CH:12]=1. The catalyst class is: 4.